Dataset: Peptide-MHC class II binding affinity with 134,281 pairs from IEDB. Task: Regression. Given a peptide amino acid sequence and an MHC pseudo amino acid sequence, predict their binding affinity value. This is MHC class II binding data. (1) The peptide sequence is SKISGEWYSIFLASD. The MHC is DRB1_1302 with pseudo-sequence DRB1_1302. The binding affinity (normalized) is 0.241. (2) The peptide sequence is PGVSRELLGYCVSLF. The MHC is DRB1_0101 with pseudo-sequence DRB1_0101. The binding affinity (normalized) is 0.829.